From a dataset of Full USPTO retrosynthesis dataset with 1.9M reactions from patents (1976-2016). Predict the reactants needed to synthesize the given product. Given the product [CH2:1]=[CH:2][C:3]1[CH:8]=[CH:7][CH:6]=[C:5]([S:9]([O:12][CH3:14])(=[O:11])=[O:10])[CH:4]=1, predict the reactants needed to synthesize it. The reactants are: [CH2:1]=[CH:2][C:3]1[CH:8]=[CH:7][CH:6]=[C:5]([S:9]([O-:12])(=[O:11])=[O:10])[CH:4]=1.[Na+].[CH:14](OC)(OC)OC.